This data is from HIV replication inhibition screening data with 41,000+ compounds from the AIDS Antiviral Screen. The task is: Binary Classification. Given a drug SMILES string, predict its activity (active/inactive) in a high-throughput screening assay against a specified biological target. The compound is O=C(c1ccccc1)c1ccsc1C(=O)O. The result is 0 (inactive).